This data is from Full USPTO retrosynthesis dataset with 1.9M reactions from patents (1976-2016). The task is: Predict the reactants needed to synthesize the given product. Given the product [Cl:1][C:2]1[CH:7]=[CH:6][C:5]([C:42]2[CH:43]=[CH:44][C:39]([C:36]([OH:38])=[O:37])=[CH:40][CH:41]=2)=[CH:4][C:3]=1[CH:16]([CH3:35])[C:17]([OH:34])([C:22]1[CH:23]=[CH:24][C:25]2[O:30][CH2:29][C:28](=[O:31])[N:27]([CH3:32])[C:26]=2[CH:33]=1)[C:18]([F:19])([F:20])[F:21], predict the reactants needed to synthesize it. The reactants are: [Cl:1][C:2]1[CH:7]=[CH:6][C:5](OS(C(F)(F)F)(=O)=O)=[CH:4][C:3]=1[CH:16]([CH3:35])[C:17]([OH:34])([C:22]1[CH:23]=[CH:24][C:25]2[O:30][CH2:29][C:28](=[O:31])[N:27]([CH3:32])[C:26]=2[CH:33]=1)[C:18]([F:21])([F:20])[F:19].[C:36]([C:39]1[CH:44]=[CH:43][C:42](B(O)O)=[CH:41][CH:40]=1)([OH:38])=[O:37].O.C(=O)([O-])[O-].[Na+].[Na+].